From a dataset of Catalyst prediction with 721,799 reactions and 888 catalyst types from USPTO. Predict which catalyst facilitates the given reaction. (1) Reactant: [CH2:1]([N:3]1[C:11]2[CH:10]=[N:9][CH:8]=[N:7][C:6]=2[CH:5]=[N:4]1)[CH3:2].C1C(=O)N([Br:19])C(=O)C1.O. Product: [Br:19][C:5]1[C:6]2[N:7]=[CH:8][N:9]=[CH:10][C:11]=2[N:3]([CH2:1][CH3:2])[N:4]=1. The catalyst class is: 3. (2) Reactant: [OH:1][C:2]1[CH:3]=[C:4]([CH:9]=[C:10]([O:12][CH3:13])[CH:11]=1)[C:5]([O:7][CH3:8])=[O:6].C(N(CC)CC)C.[CH3:21][S:22](Cl)(=[O:24])=[O:23]. Product: [CH3:13][O:12][C:10]1[CH:9]=[C:4]([CH:3]=[C:2]([O:1][S:22]([CH3:21])(=[O:24])=[O:23])[CH:11]=1)[C:5]([O:7][CH3:8])=[O:6]. The catalyst class is: 2. (3) Reactant: [Cl:1][C:2]1[CH:32]=[CH:31][C:5]([CH2:6][NH:7][C:8]([C:10]2[C:11](=[O:30])[C:12]3[CH:19]=[C:18]([C:20]#[C:21][CH:22]([OH:29])[C:23]4[CH:28]=[CH:27][CH:26]=[CH:25][CH:24]=4)[O:17][C:13]=3[N:14]([CH3:16])[CH:15]=2)=[O:9])=[CH:4][CH:3]=1. Product: [Cl:1][C:2]1[CH:32]=[CH:31][C:5]([CH2:6][NH:7][C:8]([C:10]2[C:11](=[O:30])[C:12]3[CH:19]=[C:18]([CH2:20][CH2:21][CH:22]([OH:29])[C:23]4[CH:24]=[CH:25][CH:26]=[CH:27][CH:28]=4)[O:17][C:13]=3[N:14]([CH3:16])[CH:15]=2)=[O:9])=[CH:4][CH:3]=1. The catalyst class is: 29. (4) Reactant: [CH3:1][C:2]1([CH3:24])[CH2:11][C:10]2[C:5](=[C:6]3[CH2:15][C:14]([CH3:17])([CH3:16])[O:13][C:7]3=[C:8]([OH:12])[CH:9]=2)[C:4]([C:18]2[CH:23]=[CH:22][CH:21]=[CH:20][CH:19]=2)=[N:3]1.[Cl:25][CH2:26][C:27]([CH3:29])=[CH2:28].C(=O)([O-])[O-].[K+].[K+].O. Product: [ClH:25].[CH3:1][C:2]1([CH3:24])[CH2:11][C:10]2[C:5](=[C:6]3[CH2:15][C:14]([CH3:16])([CH3:17])[O:13][C:7]3=[C:8]([O:12][CH2:28][C:27]([CH3:29])=[CH2:26])[CH:9]=2)[C:4]([C:18]2[CH:19]=[CH:20][CH:21]=[CH:22][CH:23]=2)=[N:3]1. The catalyst class is: 9.